From a dataset of NCI-60 drug combinations with 297,098 pairs across 59 cell lines. Regression. Given two drug SMILES strings and cell line genomic features, predict the synergy score measuring deviation from expected non-interaction effect. (1) Drug 1: CC(CN1CC(=O)NC(=O)C1)N2CC(=O)NC(=O)C2. Drug 2: CCC(=C(C1=CC=CC=C1)C2=CC=C(C=C2)OCCN(C)C)C3=CC=CC=C3.C(C(=O)O)C(CC(=O)O)(C(=O)O)O. Cell line: MDA-MB-435. Synergy scores: CSS=-0.583, Synergy_ZIP=-1.93, Synergy_Bliss=-1.53, Synergy_Loewe=-4.64, Synergy_HSA=-4.18. (2) Drug 1: CS(=O)(=O)OCCCCOS(=O)(=O)C. Drug 2: N.N.Cl[Pt+2]Cl. Cell line: SN12C. Synergy scores: CSS=16.6, Synergy_ZIP=-8.24, Synergy_Bliss=-1.24, Synergy_Loewe=-26.4, Synergy_HSA=-4.95.